From a dataset of Catalyst prediction with 721,799 reactions and 888 catalyst types from USPTO. Predict which catalyst facilitates the given reaction. (1) Reactant: [Cl:1][C:2]1[CH:3]=[CH:4][C:5]([NH:8][C:9](=[O:37])[C:10]([NH:12][C@H:13]2[CH2:18][CH2:17][C@H:16]([C:19]([N:21]([CH3:23])[CH3:22])=[O:20])[CH2:15][C@H:14]2[NH:24][C:25]([C:27]2[S:28][C:29]3[CH2:30][N:31]([CH3:36])[CH2:32][CH2:33][C:34]=3[N:35]=2)=[O:26])=[O:11])=[N:6][CH:7]=1.C(O)C.[C:41]1([CH3:51])[CH:46]=[CH:45][C:44]([S:47]([OH:50])(=[O:49])=[O:48])=[CH:43][CH:42]=1. Product: [OH2:11].[C:41]1([CH3:51])[CH:42]=[CH:43][C:44]([S:47]([OH:50])(=[O:48])=[O:49])=[CH:45][CH:46]=1.[Cl:1][C:2]1[CH:3]=[CH:4][C:5]([NH:8][C:9](=[O:37])[C:10]([NH:12][C@H:13]2[CH2:18][CH2:17][C@H:16]([C:19]([N:21]([CH3:23])[CH3:22])=[O:20])[CH2:15][C@H:14]2[NH:24][C:25]([C:27]2[S:28][C:29]3[CH2:30][N:31]([CH3:36])[CH2:32][CH2:33][C:34]=3[N:35]=2)=[O:26])=[O:11])=[N:6][CH:7]=1. The catalyst class is: 2. (2) Reactant: [CH3:1][CH:2]1[C:11](=[O:12])[CH2:10][CH2:9][C:4]2([O:8][CH2:7][CH2:6][O:5]2)[CH2:3]1.CCC(C)[BH-](C(C)CC)C(C)CC.[K+].[OH-].[Na+].OO. Product: [CH3:1][C@H:2]1[C@@H:11]([OH:12])[CH2:10][CH2:9][C:4]2([O:5][CH2:6][CH2:7][O:8]2)[CH2:3]1. The catalyst class is: 7. (3) Reactant: [Cl:1][C:2]1[CH:7]=[CH:6][C:5]([C:8]2[N:9]=[C:10]([CH2:13][O:14][C:15]3[CH:16]=[C:17]([CH2:21][N:22]4C(=O)C5=CC=CC=C5C4=O)[CH:18]=[CH:19][CH:20]=3)[S:11][CH:12]=2)=[CH:4][CH:3]=1.O.NN. Product: [Cl:1][C:2]1[CH:3]=[CH:4][C:5]([C:8]2[N:9]=[C:10]([CH2:13][O:14][C:15]3[CH:16]=[C:17]([CH2:21][NH2:22])[CH:18]=[CH:19][CH:20]=3)[S:11][CH:12]=2)=[CH:6][CH:7]=1. The catalyst class is: 8. (4) Product: [F:35][C:36]1[CH:44]=[CH:43][C:39]([C:40]([N:24]2[CH2:23][CH2:22][N:21]([C:18]3[CH:19]=[CH:20][C:15]([C:7]4[NH:6][C:5](=[O:27])[C:4]5[C:9](=[CH:10][C:11]([O:13][CH3:14])=[CH:12][C:3]=5[O:2][CH3:1])[N:8]=4)=[CH:16][CH:17]=3)[CH2:26][CH2:25]2)=[O:41])=[CH:38][CH:37]=1. Reactant: [CH3:1][O:2][C:3]1[CH:12]=[C:11]([O:13][CH3:14])[CH:10]=[C:9]2[C:4]=1[C:5](=[O:27])[NH:6][C:7]([C:15]1[CH:20]=[CH:19][C:18]([N:21]3[CH2:26][CH2:25][NH:24][CH2:23][CH2:22]3)=[CH:17][CH:16]=1)=[N:8]2.CCN(CC)CC.[F:35][C:36]1[CH:44]=[CH:43][C:39]([C:40](Cl)=[O:41])=[CH:38][CH:37]=1. The catalyst class is: 2. (5) Reactant: [F:1][C:2]1[CH:3]=[CH:4][C:5]2[N:9]=[C:8]([C@@H:10]([NH2:12])[CH3:11])[N:7]([C:13]3[CH:18]=[CH:17][CH:16]=[CH:15][N:14]=3)[C:6]=2[CH:19]=1.[NH2:20][C:21]1[C:26]([C:27]#[N:28])=[C:25](Cl)[N:24]=[CH:23][N:22]=1.CCN(C(C)C)C(C)C. Product: [NH2:20][C:21]1[C:26]([C:27]#[N:28])=[C:25]([NH:12][C@H:10]([C:8]2[N:7]([C:13]3[CH:18]=[CH:17][CH:16]=[CH:15][N:14]=3)[C:6]3[CH:19]=[C:2]([F:1])[CH:3]=[CH:4][C:5]=3[N:9]=2)[CH3:11])[N:24]=[CH:23][N:22]=1. The catalyst class is: 41. (6) Reactant: [F:1][C:2]([F:25])([F:24])[C:3]1[CH:4]=[C:5]([NH:9][C:10]([C:12]2[CH:13]=[C:14]3[C:19](=[CH:20][CH:21]=2)[C:18]([I:22])=[N:17][N:16]=[C:15]3I)=[O:11])[CH:6]=[CH:7][CH:8]=1.[OH-].[Na+].[O:28]1CCOCC1.Cl. The catalyst class is: 6. Product: [F:1][C:2]([F:25])([F:24])[C:3]1[CH:4]=[C:5]([NH:9][C:10]([C:12]2[CH:13]=[C:14]3[C:19](=[CH:20][CH:21]=2)[C:18]([I:22])=[N:17][N:16]=[C:15]3[OH:28])=[O:11])[CH:6]=[CH:7][CH:8]=1.